This data is from Forward reaction prediction with 1.9M reactions from USPTO patents (1976-2016). The task is: Predict the product of the given reaction. (1) The product is: [F:18][C:19]1[CH:24]=[C:23]([C:2]2[C:7]([CH3:8])=[CH:6][N:5]=[C:4]([O:9][CH3:10])[C:3]=2[CH3:11])[CH:22]=[CH:21][C:20]=1[C:34]1[N:38]([C@H:39]2[CH2:43][CH2:42][O:41][CH2:40]2)[N:37]=[CH:36][C:35]=1[C:44]([O:46][CH2:47][CH3:48])=[O:45]. Given the reactants I[C:2]1[C:7]([CH3:8])=[CH:6][N:5]=[C:4]([O:9][CH3:10])[C:3]=1[CH3:11].C(=O)([O-])[O-].[Cs+].[Cs+].[F:18][C:19]1[CH:24]=[C:23](B2OC(C)(C)C(C)(C)O2)[CH:22]=[CH:21][C:20]=1[C:34]1[N:38]([C@H:39]2[CH2:43][CH2:42][O:41][CH2:40]2)[N:37]=[CH:36][C:35]=1[C:44]([O:46][CH2:47][CH3:48])=[O:45].COC1C=C(OC)C=CC=1CN1C2C=C(B(O)O)C=CC=2C2N(C3CCOCC3)N=CC=2C1=O, predict the reaction product. (2) Given the reactants [CH:1]([S:14][CH2:15][C:16]([OH:18])=O)([C:8]1[CH:13]=[CH:12][CH:11]=[CH:10][CH:9]=1)[C:2]1[CH:7]=[CH:6][CH:5]=[CH:4][CH:3]=1.[CH2:19]([NH2:22])[CH2:20][CH3:21], predict the reaction product. The product is: [CH:1]([S:14][CH2:15][C:16]([NH:22][CH2:19][CH2:20][CH3:21])=[O:18])([C:2]1[CH:3]=[CH:4][CH:5]=[CH:6][CH:7]=1)[C:8]1[CH:9]=[CH:10][CH:11]=[CH:12][CH:13]=1. (3) Given the reactants [C:1]([C:5]1[CH:6]=[CH:7][C:8]([Cl:12])=[C:9]([OH:11])[CH:10]=1)([CH3:4])([CH3:3])[CH3:2].CC(C)([O-])C.[K+].Br[C:20]1[S:21][CH:22]=[C:23]([C:25]([NH:27][C:28]2[C:29]([O:50][CH3:51])=[N:30][C:31]([NH:36][CH2:37][CH2:38][N:39]([CH:47]([CH3:49])[CH3:48])[C:40](=[O:46])[O:41][C:42]([CH3:45])([CH3:44])[CH3:43])=[N:32][C:33]=2[O:34][CH3:35])=[O:26])[N:24]=1, predict the reaction product. The product is: [C:1]([C:5]1[CH:6]=[CH:7][C:8]([Cl:12])=[C:9]([CH:10]=1)[O:11][C:20]1[S:21][CH:22]=[C:23]([C:25]([NH:27][C:28]2[C:29]([O:50][CH3:51])=[N:30][C:31]([NH:36][CH2:37][CH2:38][N:39]([CH:47]([CH3:48])[CH3:49])[C:40](=[O:46])[O:41][C:42]([CH3:44])([CH3:45])[CH3:43])=[N:32][C:33]=2[O:34][CH3:35])=[O:26])[N:24]=1)([CH3:4])([CH3:2])[CH3:3].